Dataset: Forward reaction prediction with 1.9M reactions from USPTO patents (1976-2016). Task: Predict the product of the given reaction. (1) Given the reactants [Cl:1]C1C=CC(NC(C2C=C(CCCOCCOCCOCCOCCC(O)=O)C=CC=2)=O)=C(C2C=C(C(=O)N[C@@H]3C4C(=CC=CC=4)CCC3)C=CN=2)C=1.[Cl:54][C:55]1[CH:60]=[CH:59][C:58]([NH:61][C:62]([C:64]2[CH:65]=[C:66]([CH2:70][CH2:71][CH2:72][O:73][CH2:74][CH2:75][O:76][CH2:77][CH2:78][O:79][CH2:80][CH2:81][O:82][CH2:83][CH2:84][C:85]([O:87][C:88]([CH3:91])([CH3:90])[CH3:89])=[O:86])[CH:67]=[CH:68][CH:69]=2)=[O:63])=[C:57]([C:92]2[CH:97]=[C:96]([C:98](=[O:110])[NH:99][C@@H:100]3[C:109]4[C:104](=[CH:105][CH:106]=[CH:107][CH:108]=4)[CH2:103][CH2:102][CH2:101]3)[CH:95]=[CH:94][N:93]=2)[CH:56]=1, predict the reaction product. The product is: [ClH:1].[Cl:54][C:55]1[CH:60]=[CH:59][C:58]([NH:61][C:62]([C:64]2[CH:65]=[C:66]([CH2:70][CH2:71][CH2:72][O:73][CH2:74][CH2:75][O:76][CH2:77][CH2:78][O:79][CH2:80][CH2:81][O:82][CH2:83][CH2:84][C:85]([O:87][C:88]([CH3:91])([CH3:90])[CH3:89])=[O:86])[CH:67]=[CH:68][CH:69]=2)=[O:63])=[C:57]([C:92]2[CH:97]=[C:96]([C:98](=[O:110])[NH:99][C@@H:100]3[C:109]4[C:104](=[CH:105][CH:106]=[CH:107][CH:108]=4)[CH2:103][CH2:102][CH2:101]3)[CH:95]=[CH:94][N:93]=2)[CH:56]=1. (2) Given the reactants Cl[C:2]1[N:7]=[C:6]([CH3:8])[C:5]([N+:9]([O-:11])=[O:10])=[CH:4][CH:3]=1.[SH:12][CH2:13][CH2:14][OH:15].[OH-].[K+], predict the reaction product. The product is: [CH3:8][C:6]1[N:7]=[C:2]([S:12][CH2:13][CH2:14][OH:15])[CH:3]=[CH:4][C:5]=1[N+:9]([O-:11])=[O:10]. (3) Given the reactants [OH:1][C:2]1[CH:29]=[CH:28][C:5]([C:6]([NH:8][C:9]2[CH:14]=[CH:13][C:12]([CH:15]3[O:20][CH2:19][CH2:18][N:17](C(OC(C)(C)C)=O)[CH2:16]3)=[CH:11][CH:10]=2)=[O:7])=[CH:4][CH:3]=1.[ClH:30].O1CCOCC1, predict the reaction product. The product is: [ClH:30].[OH:1][C:2]1[CH:29]=[CH:28][C:5]([C:6]([NH:8][C:9]2[CH:10]=[CH:11][C:12]([CH:15]3[O:20][CH2:19][CH2:18][NH:17][CH2:16]3)=[CH:13][CH:14]=2)=[O:7])=[CH:4][CH:3]=1.